This data is from Catalyst prediction with 721,799 reactions and 888 catalyst types from USPTO. The task is: Predict which catalyst facilitates the given reaction. (1) Reactant: Cl[C:2]1[CH:7]=[CH:6][C:5]([C:8]2([C:12]([OH:14])=[O:13])[CH2:11][CH2:10][CH2:9]2)=[CH:4][CH:3]=1.C([O-])(=O)C.[Na+]. Product: [CH:5]1([C:8]2([C:12]([OH:14])=[O:13])[CH2:11][CH2:10][CH2:9]2)[CH2:4][CH2:3][CH2:2][CH2:7][CH2:6]1. The catalyst class is: 19. (2) Reactant: Cl.[CH3:2][O:3][C:4](=[O:8])[C@@H:5]([NH2:7])[CH3:6].[F:9][C:10]1[CH:17]=[CH:16][C:13]([CH:14]=O)=[CH:12][CH:11]=1.C(N(CC)CC)C.C(O[BH-](OC(=O)C)OC(=O)C)(=O)C.[Na+].[OH-].[Na+]. Product: [CH3:2][O:3][C:4](=[O:8])[C@@H:5]([NH:7][CH2:14][C:13]1[CH:16]=[CH:17][C:10]([F:9])=[CH:11][CH:12]=1)[CH3:6]. The catalyst class is: 26.